This data is from NCI-60 drug combinations with 297,098 pairs across 59 cell lines. The task is: Regression. Given two drug SMILES strings and cell line genomic features, predict the synergy score measuring deviation from expected non-interaction effect. (1) Drug 1: C1=CC=C(C(=C1)C(C2=CC=C(C=C2)Cl)C(Cl)Cl)Cl. Drug 2: COCCOC1=C(C=C2C(=C1)C(=NC=N2)NC3=CC=CC(=C3)C#C)OCCOC.Cl. Cell line: SR. Synergy scores: CSS=-3.51, Synergy_ZIP=0.0599, Synergy_Bliss=0.205, Synergy_Loewe=-0.596, Synergy_HSA=-0.397. (2) Drug 1: CS(=O)(=O)C1=CC(=C(C=C1)C(=O)NC2=CC(=C(C=C2)Cl)C3=CC=CC=N3)Cl. Drug 2: C1CN(P(=O)(OC1)NCCCl)CCCl. Cell line: T-47D. Synergy scores: CSS=4.33, Synergy_ZIP=0.525, Synergy_Bliss=4.76, Synergy_Loewe=-2.34, Synergy_HSA=3.46. (3) Synergy scores: CSS=8.13, Synergy_ZIP=-0.121, Synergy_Bliss=0.483, Synergy_Loewe=-21.7, Synergy_HSA=0.279. Drug 2: C1C(C(OC1N2C=NC3=C2NC=NCC3O)CO)O. Drug 1: CC1C(C(CC(O1)OC2CC(OC(C2O)C)OC3=CC4=CC5=C(C(=O)C(C(C5)C(C(=O)C(C(C)O)O)OC)OC6CC(C(C(O6)C)O)OC7CC(C(C(O7)C)O)OC8CC(C(C(O8)C)O)(C)O)C(=C4C(=C3C)O)O)O)O. Cell line: OVCAR-4. (4) Synergy scores: CSS=6.29, Synergy_ZIP=-0.641, Synergy_Bliss=0.843, Synergy_Loewe=4.08, Synergy_HSA=1.43. Cell line: EKVX. Drug 1: CC12CCC3C(C1CCC2O)C(CC4=C3C=CC(=C4)O)CCCCCCCCCS(=O)CCCC(C(F)(F)F)(F)F. Drug 2: CN(C(=O)NC(C=O)C(C(C(CO)O)O)O)N=O. (5) Drug 1: C1C(C(OC1N2C=NC3=C(N=C(N=C32)Cl)N)CO)O. Drug 2: CCCCC(=O)OCC(=O)C1(CC(C2=C(C1)C(=C3C(=C2O)C(=O)C4=C(C3=O)C=CC=C4OC)O)OC5CC(C(C(O5)C)O)NC(=O)C(F)(F)F)O. Cell line: SF-268. Synergy scores: CSS=45.1, Synergy_ZIP=1.02, Synergy_Bliss=1.69, Synergy_Loewe=-0.520, Synergy_HSA=3.50. (6) Drug 1: CS(=O)(=O)CCNCC1=CC=C(O1)C2=CC3=C(C=C2)N=CN=C3NC4=CC(=C(C=C4)OCC5=CC(=CC=C5)F)Cl. Drug 2: CCC1(C2=C(COC1=O)C(=O)N3CC4=CC5=C(C=CC(=C5CN(C)C)O)N=C4C3=C2)O. Cell line: SW-620. Synergy scores: CSS=62.6, Synergy_ZIP=6.49, Synergy_Bliss=4.43, Synergy_Loewe=-14.0, Synergy_HSA=3.68. (7) Drug 1: CC1=C2C(C(=O)C3(C(CC4C(C3C(C(C2(C)C)(CC1OC(=O)C(C(C5=CC=CC=C5)NC(=O)OC(C)(C)C)O)O)OC(=O)C6=CC=CC=C6)(CO4)OC(=O)C)O)C)O. Drug 2: CC=C1C(=O)NC(C(=O)OC2CC(=O)NC(C(=O)NC(CSSCCC=C2)C(=O)N1)C(C)C)C(C)C. Cell line: K-562. Synergy scores: CSS=67.1, Synergy_ZIP=-0.150, Synergy_Bliss=-0.803, Synergy_Loewe=-18.6, Synergy_HSA=-1.34. (8) Drug 1: CN(CC1=CN=C2C(=N1)C(=NC(=N2)N)N)C3=CC=C(C=C3)C(=O)NC(CCC(=O)O)C(=O)O. Drug 2: CC(C)NC(=O)C1=CC=C(C=C1)CNNC.Cl. Cell line: MCF7. Synergy scores: CSS=40.2, Synergy_ZIP=-0.0633, Synergy_Bliss=0.0634, Synergy_Loewe=-38.0, Synergy_HSA=0.185. (9) Drug 1: CCC1(CC2CC(C3=C(CCN(C2)C1)C4=CC=CC=C4N3)(C5=C(C=C6C(=C5)C78CCN9C7C(C=CC9)(C(C(C8N6C=O)(C(=O)OC)O)OC(=O)C)CC)OC)C(=O)OC)O.OS(=O)(=O)O. Drug 2: CN(C(=O)NC(C=O)C(C(C(CO)O)O)O)N=O. Cell line: SN12C. Synergy scores: CSS=-3.37, Synergy_ZIP=1.39, Synergy_Bliss=0.0859, Synergy_Loewe=-2.21, Synergy_HSA=-1.65.